From a dataset of Forward reaction prediction with 1.9M reactions from USPTO patents (1976-2016). Predict the product of the given reaction. (1) Given the reactants [Cl:1][C:2]1[CH:27]=[CH:26][C:5]2[N:6]=[C:7]([NH:9][C:10]3[N:14]([CH2:15][CH2:16][O:17][CH3:18])[C:13]4[CH:19]=[CH:20][C:21]([C:23](O)=[O:24])=[CH:22][C:12]=4[N:11]=3)[S:8][C:4]=2[CH:3]=1.[NH2:28][CH2:29][C:30]([N:32]([CH3:34])[CH3:33])=[O:31].CN(C(ON1N=NC2C=CC=CC1=2)=[N+](C)C)C.F[P-](F)(F)(F)(F)F.CCN(C(C)C)C(C)C, predict the reaction product. The product is: [CH3:33][N:32]([CH3:34])[C:30]([CH2:29][NH:28][C:23]([C:21]1[CH:20]=[CH:19][C:13]2[N:14]([CH2:15][CH2:16][O:17][CH3:18])[C:10]([NH:9][C:7]3[S:8][C:4]4[CH:3]=[C:2]([Cl:1])[CH:27]=[CH:26][C:5]=4[N:6]=3)=[N:11][C:12]=2[CH:22]=1)=[O:24])=[O:31]. (2) Given the reactants S(Cl)([Cl:3])=O.[N+:5]([O:8][CH2:9][CH2:10][CH2:11][C:12]([OH:14])=O)([O-:7])=[O:6], predict the reaction product. The product is: [N+:5]([O:8][CH2:9][CH2:10][CH2:11][C:12]([Cl:3])=[O:14])([O-:7])=[O:6]. (3) Given the reactants Br[C:2]1[CH:8]=[C:7]([C:9]([F:12])([F:11])[F:10])[CH:6]=[CH:5][C:3]=1[NH2:4].[Cu](C#N)[C:14]#[N:15], predict the reaction product. The product is: [NH2:4][C:3]1[CH:5]=[CH:6][C:7]([C:9]([F:12])([F:11])[F:10])=[CH:8][C:2]=1[C:14]#[N:15]. (4) Given the reactants [I:1][C:2]1[S:6][CH:5]=[C:4]([C:7]([OH:9])=[O:8])[CH:3]=1.IC.[C:12](=O)([O-])[O-].[K+].[K+].CN(C=O)C, predict the reaction product. The product is: [I:1][C:2]1[S:6][CH:5]=[C:4]([C:7]([O:9][CH3:12])=[O:8])[CH:3]=1. (5) Given the reactants [F:1][C:2]([F:17])([F:16])[C:3]1[C:4]([N:9]2[CH2:14][CH2:13][NH:12][C:11](=[O:15])[CH2:10]2)=[N:5][CH:6]=[CH:7][CH:8]=1.[Li+].C[Si]([N-][Si](C)(C)C)(C)C.[Cl:28][C:29]1[CH:30]=[CH:31][C:32]2[S:36][C:35]([S:37](Cl)(=[O:39])=[O:38])=[C:34]([CH3:41])[C:33]=2[CH:42]=1, predict the reaction product. The product is: [Cl:28][C:29]1[CH:30]=[CH:31][C:32]2[S:36][C:35]([S:37]([N:12]3[CH2:13][CH2:14][N:9]([C:4]4[C:3]([C:2]([F:1])([F:16])[F:17])=[CH:8][CH:7]=[CH:6][N:5]=4)[CH2:10][C:11]3=[O:15])(=[O:39])=[O:38])=[C:34]([CH3:41])[C:33]=2[CH:42]=1. (6) Given the reactants C(N(CC)CC)C.[CH:8]([N:11]=[C:12]=[O:13])([CH3:10])[CH3:9].[CH:14]1[C:27]2[C:18](=[N:19][C:20]3[C:25]([C:26]=2[C:28]([N:30]2[CH2:35][CH2:34][N:33]([C:36]4[CH:41]=[CH:40][CH:39]=[C:38]([OH:42])[CH:37]=4)[CH2:32][CH2:31]2)=[O:29])=[CH:24][CH:23]=[CH:22][CH:21]=3)[CH:17]=[CH:16][CH:15]=1, predict the reaction product. The product is: [CH:8]([NH:11][C:12](=[O:13])[O:42][C:38]1[CH:39]=[CH:40][CH:41]=[C:36]([N:33]2[CH2:34][CH2:35][N:30]([C:28]([C:26]3[C:27]4[C:18]([N:19]=[C:20]5[C:25]=3[CH:24]=[CH:23][CH:22]=[CH:21]5)=[CH:17][CH:16]=[CH:15][CH:14]=4)=[O:29])[CH2:31][CH2:32]2)[CH:37]=1)([CH3:10])[CH3:9].